This data is from Reaction yield outcomes from USPTO patents with 853,638 reactions. The task is: Predict the reaction yield, written as a fraction of the theoretical maximum amount of product (1.0 means a 100% yield; for example, 0.34 means a 34% yield). The reactants are [C:1]([N:4]1[C:8]2=[N:9][C:10]3[N:11]([CH3:32])[C:12](=[O:31])[N:13]([CH2:17][CH2:18][CH2:19][CH2:20][C@H:21]([O:23][Si](C(C)(C)C)(C)C)[CH3:22])[C:14](=[O:16])[C:15]=3[N:7]2[CH2:6][CH2:5]1)(=[O:3])[CH3:2].Cl.C(OCC)C.C(N(CC)CC)C. The catalyst is CO.O. The product is [C:1]([N:4]1[C:8]2=[N:9][C:10]3[N:11]([CH3:32])[C:12](=[O:31])[N:13]([CH2:17][CH2:18][CH2:19][CH2:20][C@H:21]([OH:23])[CH3:22])[C:14](=[O:16])[C:15]=3[N:7]2[CH2:6][CH2:5]1)(=[O:3])[CH3:2]. The yield is 0.900.